From a dataset of Peptide-MHC class I binding affinity with 185,985 pairs from IEDB/IMGT. Regression. Given a peptide amino acid sequence and an MHC pseudo amino acid sequence, predict their binding affinity value. This is MHC class I binding data. The peptide sequence is VFPTKDVAL. The MHC is HLA-A24:02 with pseudo-sequence HLA-A24:02. The binding affinity (normalized) is 0.